This data is from Peptide-MHC class II binding affinity with 134,281 pairs from IEDB. The task is: Regression. Given a peptide amino acid sequence and an MHC pseudo amino acid sequence, predict their binding affinity value. This is MHC class II binding data. (1) The peptide sequence is EHRWREIYNMVKFRM. The MHC is HLA-DQA10102-DQB10502 with pseudo-sequence HLA-DQA10102-DQB10502. The binding affinity (normalized) is 0.159. (2) The peptide sequence is MTPAEVSIVVLSGTTAAQVTTT. The MHC is DRB1_0404 with pseudo-sequence DRB1_0404. The binding affinity (normalized) is 0.738.